The task is: Regression. Given a peptide amino acid sequence and an MHC pseudo amino acid sequence, predict their binding affinity value. This is MHC class I binding data.. This data is from Peptide-MHC class I binding affinity with 185,985 pairs from IEDB/IMGT. (1) The peptide sequence is LESLTDREL. The MHC is HLA-B40:01 with pseudo-sequence HLA-B40:01. The binding affinity (normalized) is 0.559. (2) The MHC is HLA-B44:03 with pseudo-sequence HLA-B44:03. The binding affinity (normalized) is 0.508. The peptide sequence is KEEHSSTWHY. (3) The peptide sequence is QITTDDLVK. The MHC is HLA-A11:01 with pseudo-sequence HLA-A11:01. The binding affinity (normalized) is 0.382. (4) The binding affinity (normalized) is 0.585. The MHC is HLA-A11:01 with pseudo-sequence HLA-A11:01. The peptide sequence is KIVNGVLSR.